The task is: Predict which catalyst facilitates the given reaction.. This data is from Catalyst prediction with 721,799 reactions and 888 catalyst types from USPTO. Reactant: [N:1]([CH:4]1[C:10](=[O:11])[N:9]([CH2:12][CH3:13])[C:8]2[CH:14]=[CH:15][C:16]([N+:20]([O-:22])=[O:21])=[C:17]([O:18][CH3:19])[C:7]=2[CH2:6][CH2:5]1)=[N+]=[N-].C1C=CC(P(C2C=CC=CC=2)C2C=CC=CC=2)=CC=1.O1CCCC1. Product: [NH2:1][CH:4]1[C:10](=[O:11])[N:9]([CH2:12][CH3:13])[C:8]2[CH:14]=[CH:15][C:16]([N+:20]([O-:22])=[O:21])=[C:17]([O:18][CH3:19])[C:7]=2[CH2:6][CH2:5]1. The catalyst class is: 6.